From a dataset of Reaction yield outcomes from USPTO patents with 853,638 reactions. Predict the reaction yield, written as a fraction of the theoretical maximum amount of product (1.0 means a 100% yield; for example, 0.34 means a 34% yield). (1) The reactants are [C:1]([C:3]1[CH:4]=[C:5]([CH:10]=[C:11]([OH:13])[CH:12]=1)[C:6]([O:8][CH3:9])=[O:7])#[N:2].C(=O)([O-])[O-].[K+].[K+].[CH3:20][O:21][CH2:22][CH2:23]Cl. The catalyst is CN(C)C=O.C(OCC)(=O)C. The product is [C:1]([C:3]1[CH:4]=[C:5]([CH:10]=[C:11]([O:13][CH2:23][CH2:22][O:21][CH3:20])[CH:12]=1)[C:6]([O:8][CH3:9])=[O:7])#[N:2]. The yield is 0.930. (2) The reactants are I[C:2]1[N:3]=[C:4]([CH3:16])[N:5]([CH2:7][CH2:8][O:9][CH:10]2[CH2:15][CH2:14][CH2:13][CH2:12][O:11]2)[CH:6]=1.IC1N(CCOC2CCCCO2)C(C)=NC=1.C([Mg]Br)C.[CH3:37][Sn:38](Cl)([CH3:40])[CH3:39].[NH4+].[Cl-]. The catalyst is C(Cl)Cl. The product is [CH3:16][C:4]1[N:5]([CH2:7][CH2:8][O:9][CH:10]2[CH2:15][CH2:14][CH2:13][CH2:12][O:11]2)[CH:6]=[C:2]([Sn:38]([CH3:40])([CH3:39])[CH3:37])[N:3]=1. The yield is 0.630. (3) The yield is 0.800. The product is [Cl:1][C:2]1[CH:3]=[C:4]([NH:10][C:11]2[CH:12]=[CH:13][C:14]([CH:17]3[CH2:22][CH2:21][NH:20][CH2:19][CH2:18]3)=[CH:15][N:16]=2)[C:5](=[O:9])[N:6]([CH3:8])[N:7]=1. The reactants are [Cl:1][C:2]1[CH:3]=[C:4]([NH:10][C:11]2[N:16]=[CH:15][C:14]([CH:17]3[CH2:22][CH2:21][N:20](C(OC(C)(C)C)=O)[CH2:19][CH2:18]3)=[CH:13][CH:12]=2)[C:5](=[O:9])[N:6]([CH3:8])[N:7]=1.C(O)(C(F)(F)F)=O. The catalyst is C(Cl)Cl. (4) The reactants are [C:1]([O:5][C:6]([NH:8][CH:9]([C:13]1[CH:18]=[CH:17][C:16]([CH3:19])=[CH:15][CH:14]=1)[C:10]([OH:12])=[O:11])=[O:7])([CH3:4])([CH3:3])[CH3:2].C(=NC1CCCCC1)=NC1CCCCC1.N1(O)C2C=CC=CC=2N=N1.[N:45]12[CH2:52][CH2:51][CH:48]([CH2:49][CH2:50]1)[C@@H:47](O)[CH2:46]2. The catalyst is C1COCC1. The yield is 0.570. The product is [C:1]([O:5][C:6]([NH:8][CH:9]([C:13]1[CH:18]=[CH:17][C:16]([CH3:19])=[CH:15][CH:14]=1)[C:10]([O:12][C@@H:47]1[CH:48]2[CH2:51][CH2:52][N:45]([CH2:50][CH2:49]2)[CH2:46]1)=[O:11])=[O:7])([CH3:4])([CH3:3])[CH3:2]. (5) The reactants are [C:1]([O:5][C:6](=[O:44])[CH2:7][CH2:8][CH2:9][CH2:10][N:11]1[C:17]2[CH:18]=[CH:19][C:20]([C:22]([O:24]C)=[O:23])=[CH:21][C:16]=2[C:15](=[O:26])[N:14]([C@@H:27]([C:29]2[CH:34]=[CH:33][C:32]([Cl:35])=[CH:31][CH:30]=2)[CH3:28])[C@@H:13]([C:36]2[CH:41]=[CH:40][C:39]([Cl:42])=[CH:38][CH:37]=2)[C:12]1=[O:43])([CH3:4])([CH3:3])[CH3:2].[OH-].[Na+]. The catalyst is C1COCC1.CO.O. The product is [C:1]([O:5][C:6]([CH2:7][CH2:8][CH2:9][CH2:10][N:11]1[C:17]2[CH:18]=[CH:19][C:20]([C:22]([OH:24])=[O:23])=[CH:21][C:16]=2[C:15](=[O:26])[N:14]([C@@H:27]([C:29]2[CH:30]=[CH:31][C:32]([Cl:35])=[CH:33][CH:34]=2)[CH3:28])[C@@H:13]([C:36]2[CH:37]=[CH:38][C:39]([Cl:42])=[CH:40][CH:41]=2)[C:12]1=[O:43])=[O:44])([CH3:2])([CH3:3])[CH3:4]. The yield is 0.770. (6) The reactants are [O:1]=[C:2]([C:6]1[CH:11]=[CH:10][CH:9]=[CH:8][CH:7]=1)[CH2:3][C:4]#[N:5].[CH:12]1([NH2:18])[CH2:17][CH2:16][CH2:15][CH2:14][CH2:13]1. The product is [CH:12]1([NH:18][C:4](=[NH:5])[CH2:3][C:2](=[O:1])[C:6]2[CH:7]=[CH:8][CH:9]=[CH:10][CH:11]=2)[CH2:17][CH2:16][CH2:15][CH2:14][CH2:13]1. The catalyst is C(O)C. The yield is 0.0500.